This data is from Full USPTO retrosynthesis dataset with 1.9M reactions from patents (1976-2016). The task is: Predict the reactants needed to synthesize the given product. Given the product [F:22][C:23]([F:28])([F:27])[CH2:24][NH:1][C:2]1[CH:3]=[C:4]([C:8]2[C:9]3[C:16]([C:17]([O:19][CH2:20][CH3:21])=[O:18])=[CH:15][NH:14][C:10]=3[N:11]=[CH:12][N:13]=2)[CH:5]=[CH:6][CH:7]=1, predict the reactants needed to synthesize it. The reactants are: [NH2:1][C:2]1[CH:3]=[C:4]([C:8]2[C:9]3[C:16]([C:17]([O:19][CH2:20][CH3:21])=[O:18])=[CH:15][NH:14][C:10]=3[N:11]=[CH:12][N:13]=2)[CH:5]=[CH:6][CH:7]=1.[F:22][C:23]([F:28])([F:27])[CH:24](O)O.C([BH3-])#N.[Na+].C(=O)([O-])[O-].[Na+].[Na+].